Dataset: Catalyst prediction with 721,799 reactions and 888 catalyst types from USPTO. Task: Predict which catalyst facilitates the given reaction. (1) Reactant: [OH:1][CH:2]1[CH2:7][CH2:6][CH2:5][CH:4]([C:8]([O:10][CH2:11][CH3:12])=[O:9])[CH2:3]1.N1C=CN=C1.[C:18]([Si:22](Cl)([CH3:24])[CH3:23])([CH3:21])([CH3:20])[CH3:19]. Product: [Si:22]([O:1][CH:2]1[CH2:7][CH2:6][CH2:5][CH:4]([C:8]([O:10][CH2:11][CH3:12])=[O:9])[CH2:3]1)([C:18]([CH3:21])([CH3:20])[CH3:19])([CH3:24])[CH3:23]. The catalyst class is: 10. (2) Product: [ClH:12].[O:1]=[C:2]([C:6]1[CH:11]=[CH:10][CH:9]=[CH:8][CH:7]=1)[CH2:3][C:4](=[NH:5])[O:15][CH2:13][CH3:14]. The catalyst class is: 22. Reactant: [O:1]=[C:2]([C:6]1[CH:11]=[CH:10][CH:9]=[CH:8][CH:7]=1)[CH2:3][C:4]#[N:5].[ClH:12].[CH2:13]([OH:15])[CH3:14].